This data is from Peptide-MHC class II binding affinity with 134,281 pairs from IEDB. The task is: Regression. Given a peptide amino acid sequence and an MHC pseudo amino acid sequence, predict their binding affinity value. This is MHC class II binding data. (1) The peptide sequence is QCAMRPNHTIKGSFL. The MHC is DRB1_0701 with pseudo-sequence DRB1_0701. The binding affinity (normalized) is 0.322. (2) The peptide sequence is YDKFAANVSTVLTGK. The MHC is DRB1_1602 with pseudo-sequence DRB1_1602. The binding affinity (normalized) is 0.666. (3) The peptide sequence is SQDLELSWNLNGLQAY. The MHC is HLA-DPA10103-DPB10401 with pseudo-sequence HLA-DPA10103-DPB10401. The binding affinity (normalized) is 0.264. (4) The peptide sequence is GVIMMFLSLGVGA. The MHC is DRB1_0701 with pseudo-sequence DRB1_0701. The binding affinity (normalized) is 0.499. (5) The peptide sequence is TMAQMNQAFRNIVNM. The MHC is DRB1_1302 with pseudo-sequence DRB1_1302. The binding affinity (normalized) is 0.349.